This data is from Full USPTO retrosynthesis dataset with 1.9M reactions from patents (1976-2016). The task is: Predict the reactants needed to synthesize the given product. (1) Given the product [Cl:19][C:13]1[CH:14]=[C:15]([Cl:18])[CH:16]=[CH:17][C:12]=1[C:10]1[C:9]([C:20]2[NH:24][CH:23]=[CH:22][N:21]=2)=[CH:8][N:7]=[C:6]([N:21]([CH3:20])[CH2:22][CH2:23][NH:24][C:26]2[CH:31]=[CH:30][C:29]([N+:32]([O-:34])=[O:33])=[CH:28][N:27]=2)[N:11]=1, predict the reactants needed to synthesize it. The reactants are: NCCNC[C:6]1[N:11]=[C:10]([C:12]2[CH:17]=[CH:16][C:15]([Cl:18])=[CH:14][C:13]=2[Cl:19])[C:9]([C:20]2[NH:21][CH:22]=[CH:23][N:24]=2)=[CH:8][N:7]=1.Cl[C:26]1[CH:31]=[CH:30][C:29]([N+:32]([O-:34])=[O:33])=[CH:28][N:27]=1. (2) Given the product [CH:1]1([C:6](=[O:11])[CH2:7][CH2:8][C:9]#[C:10][C:3]2[CH:2]=[C:1]([CH3:5])[C:6]([OH:11])=[CH:18][C:16]=2[CH3:17])[CH2:5][CH2:4][CH2:3][CH2:2]1, predict the reactants needed to synthesize it. The reactants are: [CH:1]1([C:6](=[O:11])[CH2:7][CH2:8][C:9]#[CH:10])[CH2:5][CH2:4][CH2:3][CH2:2]1.C(N[CH:16]([CH3:18])[CH3:17])(C)C. (3) Given the product [Cl:1][C:2]1[CH:7]=[C:6]([C:8]([F:9])([F:11])[F:10])[CH:5]=[C:4]([Cl:12])[C:3]=1[N:13]([C:19]([C:17]1([CH3:22])[CH2:18][C:16]1([Cl:23])[Cl:15])=[O:20])[NH2:14], predict the reactants needed to synthesize it. The reactants are: [Cl:1][C:2]1[CH:7]=[C:6]([C:8]([F:11])([F:10])[F:9])[CH:5]=[C:4]([Cl:12])[C:3]=1[NH:13][NH2:14].[Cl:15][C:16]1([Cl:23])[CH2:18][C:17]1([CH3:22])[C:19](O)=[O:20]. (4) Given the product [F:43][C:35]1[CH:34]=[C:33]([C:9]2[CH:10]=[CH:11][C:12]3[O:16][C:15]([CH:17]4[CH2:22][CH2:21][N:20]([C:23]([O:25][C:26]([CH3:27])([CH3:29])[CH3:28])=[O:24])[CH2:19][CH2:18]4)=[N:14][C:13]=3[CH:30]=2)[CH:38]=[CH:37][C:36]=1[O:39][CH:40]([CH3:42])[CH3:41], predict the reactants needed to synthesize it. The reactants are: CC1(C)C(C)(C)OB([C:9]2[CH:10]=[CH:11][C:12]3[O:16][C:15]([CH:17]4[CH2:22][CH2:21][N:20]([C:23]([O:25][C:26]([CH3:29])([CH3:28])[CH3:27])=[O:24])[CH2:19][CH2:18]4)=[N:14][C:13]=3[CH:30]=2)O1.Br[C:33]1[CH:38]=[CH:37][C:36]([O:39][CH:40]([CH3:42])[CH3:41])=[C:35]([F:43])[CH:34]=1. (5) Given the product [CH2:1]([C@@:5]1([CH2:28][CH3:29])[NH:11][C@H:10]([C:12]2[CH:13]=[CH:14][CH:15]=[CH:16][CH:17]=2)[C:9]2[CH:18]=[C:19]([O:24][CH3:25])[C:20]([CH2:22][NH:23][C:38](=[O:39])[CH2:37][Cl:36])=[CH:21][C:8]=2[S:7](=[O:26])(=[O:27])[CH2:6]1)[CH2:2][CH2:3][CH3:4], predict the reactants needed to synthesize it. The reactants are: [CH2:1]([C@@:5]1([CH2:28][CH3:29])[NH:11][C@H:10]([C:12]2[CH:17]=[CH:16][CH:15]=[CH:14][CH:13]=2)[C:9]2[CH:18]=[C:19]([O:24][CH3:25])[C:20]([CH2:22][NH2:23])=[CH:21][C:8]=2[S:7](=[O:27])(=[O:26])[CH2:6]1)[CH2:2][CH2:3][CH3:4].N1C=CC=CC=1.[Cl:36][CH2:37][C:38](Cl)=[O:39]. (6) Given the product [C:30]([O:29][C:27]([N:24]1[CH2:23][CH2:22][N:21]([CH2:20][C:19]2[CH:18]=[CH:17][C:16]([NH:15][C:6]3[C:5]([C:9]([O:11][CH2:12][CH3:13])=[O:10])=[C:4]([CH3:14])[N:3]=[C:2]([Cl:1])[N:7]=3)=[CH:35][CH:34]=2)[CH2:26][CH2:25]1)=[O:28])([CH3:33])([CH3:31])[CH3:32], predict the reactants needed to synthesize it. The reactants are: [Cl:1][C:2]1[N:7]=[C:6](Cl)[C:5]([C:9]([O:11][CH2:12][CH3:13])=[O:10])=[C:4]([CH3:14])[N:3]=1.[NH2:15][C:16]1[CH:35]=[CH:34][C:19]([CH2:20][N:21]2[CH2:26][CH2:25][N:24]([C:27]([O:29][C:30]([CH3:33])([CH3:32])[CH3:31])=[O:28])[CH2:23][CH2:22]2)=[CH:18][CH:17]=1.